This data is from Full USPTO retrosynthesis dataset with 1.9M reactions from patents (1976-2016). The task is: Predict the reactants needed to synthesize the given product. (1) Given the product [F:21][C:9]1[CH:8]=[C:7]([C:22]([OH:24])=[O:23])[CH:12]=[CH:11][C:10]=1[C:13]1[CH:18]=[C:17]([F:19])[CH:16]=[C:15]([F:20])[CH:14]=1, predict the reactants needed to synthesize it. The reactants are: C1COCC1.Br[C:7]1[CH:12]=[CH:11][C:10]([C:13]2[CH:18]=[C:17]([F:19])[CH:16]=[C:15]([F:20])[CH:14]=2)=[C:9]([F:21])[CH:8]=1.[C:22](=[O:24])=[O:23]. (2) Given the product [C:1]([CH:3]([C:12]1[CH:17]=[CH:16][C:15]([C:18]2[N:19]=[N:20][N:21]([CH3:23])[N:22]=2)=[CH:14][C:13]=1[N+:24]([O-:26])=[O:25])[C:4]([NH2:6])=[O:5])#[N:2], predict the reactants needed to synthesize it. The reactants are: [C:1]([CH2:3][C:4]([NH2:6])=[O:5])#[N:2].[H-].[Na+].[H][H].F[C:12]1[CH:17]=[CH:16][C:15]([C:18]2[N:19]=[N:20][N:21]([CH3:23])[N:22]=2)=[CH:14][C:13]=1[N+:24]([O-:26])=[O:25].Cl. (3) Given the product [NH2:7][C@H:8]1[CH2:13][CH2:12][CH2:11][CH2:10][C@H:9]1[NH:14][C:15]1[N:20]=[C:19]([NH:21][C:22]2[CH:23]=[C:24]([C:8]3[CH:13]=[CH:12][C:36]([OH:39])=[CH:10][CH:9]=3)[CH:25]=[CH:26][CH:27]=2)[C:18]([C:29]([NH2:30])=[O:31])=[CH:17][N:16]=1, predict the reactants needed to synthesize it. The reactants are: C(OC(=O)[NH:7][C@@H:8]1[CH2:13][CH2:12][CH2:11][CH2:10][C@@H:9]1[NH:14][C:15]1[N:20]=[C:19]([NH:21][C:22]2[CH:27]=[CH:26][CH:25]=[C:24](I)[CH:23]=2)[C:18]([C:29](=[O:31])[NH2:30])=[CH:17][N:16]=1)(C)(C)C.B(O)O.[C:36](=[O:39])([O-])[O-].[Na+].[Na+].